Predict the product of the given reaction. From a dataset of Forward reaction prediction with 1.9M reactions from USPTO patents (1976-2016). (1) Given the reactants [C:1]([C:3]1[N:8]([CH3:9])[C:7](=[O:10])[C:6]([C:11]2[CH:12]=[C:13]([CH:18]=[CH:19][C:20]=2[CH3:21])[C:14]([NH:16][CH3:17])=[O:15])=[CH:5][C:4]=1F)#[N:2].[NH2:23][NH2:24].CCN(C(C)C)C(C)C, predict the reaction product. The product is: [NH2:2][C:1]1[CH:3]2[N:8]([CH3:9])[C:7](=[O:10])[C:6]([C:11]3[CH:12]=[C:13]([CH:18]=[CH:19][C:20]=3[CH3:21])[C:14]([NH:16][CH3:17])=[O:15])=[CH:5][CH:4]2[NH:24][N:23]=1. (2) Given the reactants [CH3:1][Si:2]([CH3:37])([CH3:36])[CH2:3][CH2:4][O:5][CH2:6][N:7]([CH2:28][O:29][CH2:30][CH2:31][Si:32]([CH3:35])([CH3:34])[CH3:33])[C:8]1[N:13]2[N:14]=[CH:15][CH:16]=[C:12]2[N:11]=[C:10]([O:17][C:18]2[CH:27]=[CH:26][C:21]([C:22]([O:24][CH3:25])=[O:23])=[CH:20][CH:19]=2)[CH:9]=1.C1C(=O)N([I:45])C(=O)C1, predict the reaction product. The product is: [CH3:33][Si:32]([CH3:35])([CH3:34])[CH2:31][CH2:30][O:29][CH2:28][N:7]([CH2:6][O:5][CH2:4][CH2:3][Si:2]([CH3:36])([CH3:1])[CH3:37])[C:8]1[N:13]2[N:14]=[CH:15][C:16]([I:45])=[C:12]2[N:11]=[C:10]([O:17][C:18]2[CH:19]=[CH:20][C:21]([C:22]([O:24][CH3:25])=[O:23])=[CH:26][CH:27]=2)[CH:9]=1. (3) Given the reactants [S:1]1[C:5]2[CH:6]=[CH:7][CH:8]=[CH:9][C:4]=2[N:3]=[C:2]1[C:10]1[C:11]([NH2:17])=[N:12][CH:13]=[C:14](Br)[CH:15]=1.[B:18]1([B:18]2[O:22][C:21]([CH3:24])([CH3:23])[C:20]([CH3:26])([CH3:25])[O:19]2)[O:22][C:21]([CH3:24])([CH3:23])[C:20]([CH3:26])([CH3:25])[O:19]1.C1(P(C2CCCCC2)C2CCCCC2)CCCCC1.CC([O-])=O.[K+], predict the reaction product. The product is: [S:1]1[C:5]2[CH:6]=[CH:7][CH:8]=[CH:9][C:4]=2[N:3]=[C:2]1[C:10]1[C:11]([NH2:17])=[N:12][CH:13]=[C:14]([B:18]2[O:22][C:21]([CH3:24])([CH3:23])[C:20]([CH3:26])([CH3:25])[O:19]2)[CH:15]=1. (4) Given the reactants Cl.Cl[CH2:3][C:4]([N:6]1[C:14]2[C:9](=[N:10][CH:11]=[C:12]([CH2:15][C:16]3[CH:21]=[CH:20][C:19]([F:22])=[CH:18][CH:17]=3)[CH:13]=2)[C:8]([CH3:24])([CH3:23])[CH2:7]1)=[O:5].[C:25]([O:29][C:30]([N:32]1[CH2:37][C@H:36]([CH2:38][N:39]2[CH2:44][CH2:43][O:42][CH2:41][C@H:40]2[CH3:45])[NH:35][CH2:34][C@H:33]1[CH3:46])=[O:31])([CH3:28])([CH3:27])[CH3:26].C(=O)([O-])[O-].[K+].[K+].[I-].[K+], predict the reaction product. The product is: [C:25]([O:29][C:30]([N:32]1[CH2:37][C@H:36]([CH2:38][N:39]2[CH2:44][CH2:43][O:42][CH2:41][C@H:40]2[CH3:45])[N:35]([CH2:3][C:4]([N:6]2[C:14]3[C:9](=[N:10][CH:11]=[C:12]([CH2:15][C:16]4[CH:21]=[CH:20][C:19]([F:22])=[CH:18][CH:17]=4)[CH:13]=3)[C:8]([CH3:24])([CH3:23])[CH2:7]2)=[O:5])[CH2:34][C@H:33]1[CH3:46])=[O:31])([CH3:28])([CH3:26])[CH3:27]. (5) Given the reactants [OH:1][C:2]1[CH:7]=[CH:6][C:5]([C:8]2[O:12][C:11]([O:13][CH3:14])=[N:10][C:9]=2[C:15]2[CH:20]=[CH:19][C:18]([O:21][CH3:22])=[CH:17][CH:16]=2)=[CH:4][CH:3]=1.Br[CH2:24][CH2:25][O:26][Si](C(C)(C)C)(C)C.C(=O)([O-])[O-].[K+].[K+].[I-].[K+], predict the reaction product. The product is: [CH3:14][O:13][C:11]1[O:12][C:8]([C:5]2[CH:6]=[CH:7][C:2]([O:1][CH2:24][CH2:25][OH:26])=[CH:3][CH:4]=2)=[C:9]([C:15]2[CH:20]=[CH:19][C:18]([O:21][CH3:22])=[CH:17][CH:16]=2)[N:10]=1. (6) Given the reactants Br[C:2]1[CH:3]=[CH:4][C:5]([NH2:8])=[N:6][CH:7]=1.[C:9]([C:12]1[CH:17]=[CH:16][C:15](B(O)O)=[CH:14][CH:13]=1)([OH:11])=[O:10], predict the reaction product. The product is: [NH2:8][C:5]1[CH:4]=[CH:3][C:2]([C:15]2[CH:16]=[CH:17][C:12]([C:9]([OH:11])=[O:10])=[CH:13][CH:14]=2)=[CH:7][N:6]=1. (7) Given the reactants [F:1][C:2]1[C:3]([C:15]2[N:16]([CH:21]([CH3:23])[CH3:22])[C:17]([CH3:20])=[N:18][CH:19]=2)=[N:4][C:5]([NH:8][CH:9]2[CH2:14][CH2:13][NH:12][CH2:11][CH2:10]2)=[N:6][CH:7]=1.Cl[CH:25]([CH3:31])[CH2:26][S:27](Cl)(=[O:29])=[O:28].C(Cl)[Cl:33], predict the reaction product. The product is: [Cl:33][CH2:31][CH2:25][CH2:26][S:27]([N:12]1[CH2:11][CH2:10][CH:9]([NH:8][C:5]2[N:4]=[C:3]([C:15]3[N:16]([CH:21]([CH3:23])[CH3:22])[C:17]([CH3:20])=[N:18][CH:19]=3)[C:2]([F:1])=[CH:7][N:6]=2)[CH2:14][CH2:13]1)(=[O:29])=[O:28]. (8) Given the reactants [CH3:1][N:2]1[CH2:7][CH2:6][NH:5][CH2:4][C:3]1=[O:8].C([O-])([O-])=O.[K+].[K+].C1C[O:18][CH2:17][CH2:16]1, predict the reaction product. The product is: [OH:18][CH2:17][CH2:16][N:5]1[CH2:6][CH2:7][N:2]([CH3:1])[C:3](=[O:8])[CH2:4]1. (9) Given the reactants C(OC([N:8](C(OC(C)(C)C)=O)[C:9]1[CH:10]=[C:11]([F:18])[C:12]([C:15]([OH:17])=O)=[N:13][CH:14]=1)=O)(C)(C)C.[CH2:26]([N:28](CC)CC)C.CN(C(ON1N=NC2C=CC=NC1=2)=[N+](C)C)C.F[P-](F)(F)(F)(F)F.CN.Cl, predict the reaction product. The product is: [NH2:8][C:9]1[CH:10]=[C:11]([F:18])[C:12]([C:15]([NH:28][CH3:26])=[O:17])=[N:13][CH:14]=1. (10) Given the reactants C([O:3][C:4]([C@@H:6]1[CH2:8][C@H:7]1[C:9]1[CH:14]=[CH:13][C:12]([NH2:15])=[CH:11][CH:10]=1)=[O:5])C.[CH3:16][C:17]1[N:18]=[C:19]([C:24]2[CH:29]=[CH:28][C:27]([C:30]([F:33])([F:32])[F:31])=[CH:26][CH:25]=2)[S:20][C:21]=1[CH:22]=O, predict the reaction product. The product is: [CH3:16][C:17]1[N:18]=[C:19]([C:24]2[CH:25]=[CH:26][C:27]([C:30]([F:33])([F:32])[F:31])=[CH:28][CH:29]=2)[S:20][C:21]=1[CH2:22][NH:15][C:12]1[CH:11]=[CH:10][C:9]([C@@H:7]2[CH2:8][C@H:6]2[C:4]([OH:3])=[O:5])=[CH:14][CH:13]=1.